This data is from Forward reaction prediction with 1.9M reactions from USPTO patents (1976-2016). The task is: Predict the product of the given reaction. Given the reactants [C:1]([C:3]1[CH:4]=[C:5]([CH2:10][C:11]([O:13][C:14]([CH3:17])([CH3:16])[CH3:15])=[O:12])[CH:6]=[CH:7][C:8]=1F)#[N:2].[Cl:18][C:19]1[CH:36]=[CH:35][C:22]([CH2:23][CH2:24][NH:25][C:26](=[O:34])[C:27]2[CH:32]=[CH:31][C:30]([OH:33])=[CH:29][CH:28]=2)=[CH:21][CH:20]=1.C(=O)([O-])[O-].[K+].[K+], predict the reaction product. The product is: [Cl:18][C:19]1[CH:20]=[CH:21][C:22]([CH2:23][CH2:24][NH:25][C:26]([C:27]2[CH:32]=[CH:31][C:30]([O:33][C:8]3[CH:7]=[CH:6][C:5]([CH2:10][C:11]([O:13][C:14]([CH3:17])([CH3:16])[CH3:15])=[O:12])=[CH:4][C:3]=3[C:1]#[N:2])=[CH:29][CH:28]=2)=[O:34])=[CH:35][CH:36]=1.